Dataset: CYP2C9 inhibition data for predicting drug metabolism from PubChem BioAssay. Task: Regression/Classification. Given a drug SMILES string, predict its absorption, distribution, metabolism, or excretion properties. Task type varies by dataset: regression for continuous measurements (e.g., permeability, clearance, half-life) or binary classification for categorical outcomes (e.g., BBB penetration, CYP inhibition). Dataset: cyp2c9_veith. (1) The molecule is CCOC(=O)N/N=C1/C[C@@H](O)[C@@H](O)[C@@H]2[C@@H]3C(=O)N(C4CCCCC4)C(=O)[C@H]3CC[C@@H]12. The result is 0 (non-inhibitor). (2) The molecule is Cc1ccc2nc(-c3ccccc3)cc(C(=O)NCCCn3ccnc3)c2c1. The result is 1 (inhibitor). (3) The compound is CCOC(=O)c1cc2sc(C)cc2n1CCCN1C(=O)c2ccccc2C1=O. The result is 1 (inhibitor).